This data is from Full USPTO retrosynthesis dataset with 1.9M reactions from patents (1976-2016). The task is: Predict the reactants needed to synthesize the given product. (1) Given the product [CH3:13][C:6]12[CH2:8][C:9]3([NH2:12])[CH2:10][CH:4]([CH2:3][C:2]([CH3:1])([CH2:11]3)[CH2:7]1)[CH2:5]2.[CH3:14][C@@H:15]([C:29]([OH:31])=[O:30])[C:16]1[CH:21]=[CH:20][C:19]([C:22]2[CH:27]=[CH:26][CH:25]=[CH:24][CH:23]=2)=[C:18]([F:28])[CH:17]=1, predict the reactants needed to synthesize it. The reactants are: [CH3:1][C:2]12[CH2:11][C:9]3([NH2:12])[CH2:10][CH:4]([CH2:5][C:6]([CH3:13])([CH2:8]3)[CH2:7]1)[CH2:3]2.[CH3:14][C@@H:15]([C:29]([OH:31])=[O:30])[C:16]1[CH:21]=[CH:20][C:19]([C:22]2[CH:27]=[CH:26][CH:25]=[CH:24][CH:23]=2)=[C:18]([F:28])[CH:17]=1. (2) The reactants are: [CH:1]1([NH:7][C:8]2[N:13]=[C:12]([OH:14])[CH:11]=[CH:10][C:9]=2[N+:15]([O-:17])=[O:16])[CH2:6][CH2:5][CH2:4][CH2:3][CH2:2]1.[CH3:18][S:19](Cl)(=[O:21])=[O:20].C(N(CC)CC)C.Cl. Given the product [CH3:18][S:19]([O:14][C:12]1[CH:11]=[CH:10][C:9]([N+:15]([O-:17])=[O:16])=[C:8]([NH:7][CH:1]2[CH2:2][CH2:3][CH2:4][CH2:5][CH2:6]2)[N:13]=1)(=[O:21])=[O:20], predict the reactants needed to synthesize it. (3) Given the product [Br:25][C:26]1[CH:34]=[CH:33][C:29]([C:30]([NH:59][C@@H:57]([C:54]2[CH:55]=[CH:56][C:51]([F:50])=[CH:52][CH:53]=2)[CH3:58])=[O:31])=[C:28]([NH:35][S:36]([C:39]2[C:40]3[N:41]=[CH:42][CH:43]=[N:44][C:45]=3[CH:46]=[CH:47][CH:48]=2)(=[O:37])=[O:38])[CH:27]=1, predict the reactants needed to synthesize it. The reactants are: CN(C(ON1N=NC2C=CC=NC1=2)=[N+](C)C)C.F[P-](F)(F)(F)(F)F.[Br:25][C:26]1[CH:34]=[CH:33][C:29]([C:30](O)=[O:31])=[C:28]([NH:35][S:36]([C:39]2[C:40]3[N:41]=[CH:42][CH:43]=[N:44][C:45]=3[CH:46]=[CH:47][CH:48]=2)(=[O:38])=[O:37])[CH:27]=1.Cl.[F:50][C:51]1[CH:56]=[CH:55][C:54]([C@H:57]([NH2:59])[CH3:58])=[CH:53][CH:52]=1. (4) Given the product [O:12]=[C:8]1[CH2:9][CH2:10][CH2:11][N:7]1[C:20]1[N:28]2[C:23]([CH:24]=[CH:25][CH:26]=[CH:27]2)=[CH:22][C:21]=1[C:29]([O:31][CH2:32][CH3:33])=[O:30], predict the reactants needed to synthesize it. The reactants are: CNCCNC.[NH:7]1[CH2:11][CH2:10][CH2:9][C:8]1=[O:12].C([O-])([O-])=O.[Cs+].[Cs+].I[C:20]1[N:28]2[C:23]([CH:24]=[CH:25][CH:26]=[CH:27]2)=[CH:22][C:21]=1[C:29]([O:31][CH2:32][CH3:33])=[O:30]. (5) Given the product [BrH:1].[Cl:15][C:10]1[CH:11]=[CH:12][CH:13]=[C:14]2[C:9]=1[CH:8]=[CH:7][CH:6]=[C:5]2[C:3]1[N:19]2[CH2:20][CH2:21][N:17]=[C:18]2[S:22][C:2]=1[CH3:16], predict the reactants needed to synthesize it. The reactants are: [Br:1][CH:2]([CH3:16])[C:3]([C:5]1[C:14]2[C:9](=[C:10]([Cl:15])[CH:11]=[CH:12][CH:13]=2)[CH:8]=[CH:7][CH:6]=1)=O.[NH:17]1[CH2:21][CH2:20][NH:19][C:18]1=[S:22].CC(O)=O. (6) Given the product [F:28][C:4]([F:3])([F:27])[O:5][C:6]1[CH:11]=[CH:10][C:9]([N:12]2[CH:16]=[N:15][C:14]([C:17]3[CH:22]=[CH:21][C:20]([CH:23]([CH2:24][CH3:25])[CH2:30][C:29]([O:32][CH2:33][CH3:34])=[O:31])=[CH:19][CH:18]=3)=[N:13]2)=[CH:8][CH:7]=1, predict the reactants needed to synthesize it. The reactants are: [H-].[Na+].[F:3][C:4]([F:28])([F:27])[O:5][C:6]1[CH:11]=[CH:10][C:9]([N:12]2[CH:16]=[N:15][C:14]([C:17]3[CH:22]=[CH:21][C:20]([C:23](=O)[CH2:24][CH3:25])=[CH:19][CH:18]=3)=[N:13]2)=[CH:8][CH:7]=1.[C:29]([O:32][CH2:33][CH3:34])(=[O:31])[CH3:30]. (7) The reactants are: [O:1]=[S:2]1(=[O:68])[CH2:7][CH2:6][N:5]([CH2:8][CH2:9][NH:10][C@:11]23[CH2:64][CH2:63][C@@H:62]([C:65]([CH3:67])=[CH2:66])[C@@H:12]2[C@@H:13]2[C@@:26]([CH3:29])([CH2:27][CH2:28]3)[C@@:25]3([CH3:30])[C@@H:16]([C@:17]4([CH3:61])[C@@H:22]([CH2:23][CH2:24]3)[C:21]([CH3:32])([CH3:31])[C:20]([C:33]3[CH:60]=[CH:59][C:36]([C:37]([O:39][C@H:40]5[O:45][C@H:44]([C:46]([O:48]CC6C=CC=CC=6)=[O:47])[C@@H:43]([OH:56])[C@H:42]([OH:57])[C@H:41]5[OH:58])=[O:38])=[CH:35][CH:34]=3)=[CH:19][CH2:18]4)[CH2:15][CH2:14]2)[CH2:4][CH2:3]1.C([SiH](C)C)(C)(C)C.C(N(CC)CC)C.CCCC[N+](CCCC)(CCCC)CCCC.[F-]. Given the product [O:68]=[S:2]1(=[O:1])[CH2:3][CH2:4][N:5]([CH2:8][CH2:9][NH:10][C@:11]23[CH2:64][CH2:63][C@@H:62]([C:65]([CH3:67])=[CH2:66])[C@@H:12]2[C@@H:13]2[C@@:26]([CH3:29])([CH2:27][CH2:28]3)[C@@:25]3([CH3:30])[C@@H:16]([C@:17]4([CH3:61])[C@@H:22]([CH2:23][CH2:24]3)[C:21]([CH3:31])([CH3:32])[C:20]([C:33]3[CH:60]=[CH:59][C:36]([C:37]([O:39][C@H:40]5[O:45][C@H:44]([C:46]([OH:48])=[O:47])[C@@H:43]([OH:56])[C@H:42]([OH:57])[C@H:41]5[OH:58])=[O:38])=[CH:35][CH:34]=3)=[CH:19][CH2:18]4)[CH2:15][CH2:14]2)[CH2:6][CH2:7]1, predict the reactants needed to synthesize it. (8) Given the product [F:12][C:4]1[C:5]([O:10][CH3:11])=[CH:6][C:7]([O:8][CH3:9])=[C:2]([F:1])[C:3]=1[N:13]1[CH2:18][C:17]2[CH:19]=[N:20][C:21]3[N:25]([S:26]([C:29]4[CH:34]=[CH:33][CH:32]=[CH:31][CH:30]=4)(=[O:27])=[O:28])[C:24]([CH2:35][OH:36])=[CH:23][C:22]=3[C:16]=2[N:15]([CH3:37])[C:14]1=[O:38], predict the reactants needed to synthesize it. The reactants are: [F:1][C:2]1[C:7]([O:8][CH3:9])=[CH:6][C:5]([O:10][CH3:11])=[C:4]([F:12])[C:3]=1[N:13]1[CH2:18][C:17]2[CH:19]=[N:20][C:21]3[N:25]([S:26]([C:29]4[CH:34]=[CH:33][CH:32]=[CH:31][CH:30]=4)(=[O:28])=[O:27])[C:24]([CH:35]=[O:36])=[CH:23][C:22]=3[C:16]=2[N:15]([CH3:37])[C:14]1=[O:38].[BH4-].[Na+]. (9) Given the product [I:1][C:2]1[CH:3]=[C:4]([NH:5][C:10]2[C:18]([C:19]([OH:21])=[O:20])=[CH:17][CH:16]=[CH:15][C:11]=2[C:12]([OH:14])=[O:13])[CH:6]=[CH:7][CH:8]=1, predict the reactants needed to synthesize it. The reactants are: [I:1][C:2]1[CH:3]=[C:4]([CH:6]=[CH:7][CH:8]=1)[NH2:5].I[C:10]1[C:18]([C:19]([OH:21])=[O:20])=[CH:17][CH:16]=[CH:15][C:11]=1[C:12]([OH:14])=[O:13].CC(O)C(O)C.C(N1CCOCC1)C.N.C. (10) Given the product [CH3:1][C:2]1[O:6][N:5]=[C:4]([C:7]2[CH:12]=[CH:11][CH:10]=[CH:9][CH:8]=2)[C:3]=1[CH2:13][O:14][C:18]1[CH:19]=[CH:20][C:21]2[N:22]([CH:24]=[N:25][N:26]=2)[N:23]=1, predict the reactants needed to synthesize it. The reactants are: [CH3:1][C:2]1[O:6][N:5]=[C:4]([C:7]2[CH:12]=[CH:11][CH:10]=[CH:9][CH:8]=2)[C:3]=1[CH2:13][OH:14].[H-].[Na+].Cl[C:18]1[CH:19]=[CH:20][C:21]2[N:22]([CH:24]=[N:25][N:26]=2)[N:23]=1.